Task: Predict the reactants needed to synthesize the given product.. Dataset: Full USPTO retrosynthesis dataset with 1.9M reactions from patents (1976-2016) (1) Given the product [C:1]([C:3]1[CH:45]=[CH:44][C:6]2[NH:7][C:8]([CH:10]([C:17]3[C:25]([O:26][CH3:27])=[CH:24][C:23]([CH3:28])=[C:22]4[C:18]=3[CH:19]=[CH:20][NH:21]4)[CH2:11][CH2:12][C:13]([O:15][CH3:16])=[O:14])=[N:9][C:5]=2[CH:4]=1)#[N:2], predict the reactants needed to synthesize it. The reactants are: [C:1]([C:3]1[CH:45]=[CH:44][C:6]2[N:7](COCC[Si](C)(C)C)[C:8]([CH:10]([C:17]3[C:25]([O:26][CH3:27])=[CH:24][C:23]([CH3:28])=[C:22]4[C:18]=3[CH:19]=[CH:20][N:21]4C(OC(C)(C)C)=O)[CH2:11][CH2:12][C:13]([O:15][CH3:16])=[O:14])=[N:9][C:5]=2[CH:4]=1)#[N:2].C(C1C=CC2N=C(C(C3C(OC)=CC(C)=C4C=3C=CN4C(OC(C)(C)C)=O)CCC(OC)=O)N(COCC[Si](C)(C)C)C=2C=1)#N.[Sn](Cl)(Cl)(Cl)Cl. (2) Given the product [Cl:1][C:2]1[N:11]=[C:10]([NH:13][CH:14]2[CH2:15][CH2:16][N:17]([C:20]([O:22][C:23]([CH3:26])([CH3:25])[CH3:24])=[O:21])[CH2:18][CH2:19]2)[C:9]2[C:4](=[CH:5][CH:6]=[CH:7][CH:8]=2)[N:3]=1, predict the reactants needed to synthesize it. The reactants are: [Cl:1][C:2]1[N:11]=[C:10](Cl)[C:9]2[C:4](=[CH:5][CH:6]=[CH:7][CH:8]=2)[N:3]=1.[NH2:13][CH:14]1[CH2:19][CH2:18][N:17]([C:20]([O:22][C:23]([CH3:26])([CH3:25])[CH3:24])=[O:21])[CH2:16][CH2:15]1. (3) The reactants are: [CH3:1][C:2]1[CH:7]=[C:6]([CH3:8])[CH:5]=[C:4]([CH3:9])[C:3]=1[C:10]1[CH:15]=[CH:14][C:13]([C:16]([F:19])([F:18])[F:17])=[CH:12][CH:11]=1.[Br-:20].[Li+].[B-](F)(F)(F)F.[B-](F)(F)(F)F.C1[N+]2(CCl)CC[N+](F)(CC2)C1. Given the product [Br:20][C:7]1[C:2]([CH3:1])=[C:3]([C:10]2[CH:15]=[CH:14][C:13]([C:16]([F:17])([F:18])[F:19])=[CH:12][CH:11]=2)[C:4]([CH3:9])=[CH:5][C:6]=1[CH3:8], predict the reactants needed to synthesize it. (4) Given the product [Br:6][C:7]1[CH:8]=[CH:9][C:10]([O:30][CH3:31])=[C:11]([CH:13]([O:22][Si:23]([C:26]([CH3:27])([CH3:28])[CH3:29])([CH3:24])[CH3:25])[C:14]2[C:15]([F:21])=[N:16][C:17]([F:20])=[C:18]([Sn:36]([CH2:37][CH2:38][CH2:39][CH3:40])([CH2:41][CH2:42][CH2:43][CH3:44])[CH2:32][CH2:33][CH2:34][CH3:35])[CH:19]=2)[CH:12]=1, predict the reactants needed to synthesize it. The reactants are: [Li+].CCC[CH2-].[Br:6][C:7]1[CH:8]=[CH:9][C:10]([O:30][CH3:31])=[C:11]([CH:13]([O:22][Si:23]([C:26]([CH3:29])([CH3:28])[CH3:27])([CH3:25])[CH3:24])[C:14]2[C:15]([F:21])=[N:16][C:17]([F:20])=[CH:18][CH:19]=2)[CH:12]=1.[CH2:32]([Sn:36](Cl)([CH2:41][CH2:42][CH2:43][CH3:44])[CH2:37][CH2:38][CH2:39][CH3:40])[CH2:33][CH2:34][CH3:35]. (5) Given the product [Cl:13][C:12]1[C:3]2[CH2:2][N:26]([CH2:25][C:22]3[CH:23]=[CH:24][C:19]([O:18][CH2:17][CH:16]([F:29])[F:15])=[C:20]([O:27][CH3:28])[CH:21]=3)[C:5](=[O:7])[C:4]=2[CH:9]=[CH:10][N:11]=1, predict the reactants needed to synthesize it. The reactants are: Br[CH2:2][C:3]1[C:12]([Cl:13])=[N:11][CH:10]=[CH:9][C:4]=1[C:5]([O:7]C)=O.Cl.[F:15][CH:16]([F:29])[CH2:17][O:18][C:19]1[CH:24]=[CH:23][C:22]([CH2:25][NH2:26])=[CH:21][C:20]=1[O:27][CH3:28]. (6) The reactants are: [F:1][C:2]([F:47])([F:46])[C:3]1[CH:4]=[C:5]([C@H:13]2[O:17][C:16](=[O:18])[N:15]3[C@H:19]([C:22]4[CH:27]=[C:26]([C:28]([F:31])([F:30])[F:29])[CH:25]=[CH:24][C:23]=4[C:32]4[C:37]([O:38][CH3:39])=[CH:36][CH:35]=[C:34]([CH2:40][CH2:41][C:42]([O:44]C)=[O:43])[CH:33]=4)[CH2:20][CH2:21][C@@H:14]23)[CH:6]=[C:7]([C:9]([F:12])([F:11])[F:10])[CH:8]=1.O.[OH-].[Li+].OO. Given the product [F:12][C:9]([F:10])([F:11])[C:7]1[CH:6]=[C:5]([C@H:13]2[O:17][C:16](=[O:18])[N:15]3[C@H:19]([C:22]4[CH:27]=[C:26]([C:28]([F:30])([F:31])[F:29])[CH:25]=[CH:24][C:23]=4[C:32]4[C:37]([O:38][CH3:39])=[CH:36][CH:35]=[C:34]([CH2:40][CH2:41][C:42]([OH:44])=[O:43])[CH:33]=4)[CH2:20][CH2:21][C@@H:14]23)[CH:4]=[C:3]([C:2]([F:1])([F:47])[F:46])[CH:8]=1, predict the reactants needed to synthesize it.